From a dataset of NCI-60 drug combinations with 297,098 pairs across 59 cell lines. Regression. Given two drug SMILES strings and cell line genomic features, predict the synergy score measuring deviation from expected non-interaction effect. (1) Drug 1: C1=C(C(=O)NC(=O)N1)F. Drug 2: CCC(=C(C1=CC=CC=C1)C2=CC=C(C=C2)OCCN(C)C)C3=CC=CC=C3.C(C(=O)O)C(CC(=O)O)(C(=O)O)O. Cell line: A549. Synergy scores: CSS=44.3, Synergy_ZIP=5.65, Synergy_Bliss=1.21, Synergy_Loewe=-1.19, Synergy_HSA=2.21. (2) Drug 2: CC1C(C(=O)NC(C(=O)N2CCCC2C(=O)N(CC(=O)N(C(C(=O)O1)C(C)C)C)C)C(C)C)NC(=O)C3=C4C(=C(C=C3)C)OC5=C(C(=O)C(=C(C5=N4)C(=O)NC6C(OC(=O)C(N(C(=O)CN(C(=O)C7CCCN7C(=O)C(NC6=O)C(C)C)C)C)C(C)C)C)N)C. Drug 1: CCC1=CC2CC(C3=C(CN(C2)C1)C4=CC=CC=C4N3)(C5=C(C=C6C(=C5)C78CCN9C7C(C=CC9)(C(C(C8N6C)(C(=O)OC)O)OC(=O)C)CC)OC)C(=O)OC.C(C(C(=O)O)O)(C(=O)O)O. Synergy scores: CSS=11.2, Synergy_ZIP=0.727, Synergy_Bliss=0.866, Synergy_Loewe=1.31, Synergy_HSA=0.586. Cell line: A549. (3) Drug 1: C1CCC(CC1)NC(=O)N(CCCl)N=O. Drug 2: C1CC(=O)NC(=O)C1N2C(=O)C3=CC=CC=C3C2=O. Cell line: 786-0. Synergy scores: CSS=14.1, Synergy_ZIP=4.98, Synergy_Bliss=8.43, Synergy_Loewe=-2.08, Synergy_HSA=7.46. (4) Drug 1: C1=NC2=C(N=C(N=C2N1C3C(C(C(O3)CO)O)F)Cl)N. Drug 2: CC=C1C(=O)NC(C(=O)OC2CC(=O)NC(C(=O)NC(CSSCCC=C2)C(=O)N1)C(C)C)C(C)C. Cell line: TK-10. Synergy scores: CSS=38.3, Synergy_ZIP=-5.92, Synergy_Bliss=2.18, Synergy_Loewe=-7.90, Synergy_HSA=4.59. (5) Drug 1: C1=NC2=C(N=C(N=C2N1C3C(C(C(O3)CO)O)O)F)N. Drug 2: CC(C)CN1C=NC2=C1C3=CC=CC=C3N=C2N. Cell line: UO-31. Synergy scores: CSS=-3.00, Synergy_ZIP=0.465, Synergy_Bliss=-3.57, Synergy_Loewe=-5.43, Synergy_HSA=-5.43. (6) Drug 1: CCN(CC)CCNC(=O)C1=C(NC(=C1C)C=C2C3=C(C=CC(=C3)F)NC2=O)C. Drug 2: CC12CCC3C(C1CCC2O)C(CC4=C3C=CC(=C4)O)CCCCCCCCCS(=O)CCCC(C(F)(F)F)(F)F. Cell line: HOP-92. Synergy scores: CSS=-0.741, Synergy_ZIP=5.38, Synergy_Bliss=-1.28, Synergy_Loewe=-0.691, Synergy_HSA=-1.53.